This data is from Reaction yield outcomes from USPTO patents with 853,638 reactions. The task is: Predict the reaction yield, written as a fraction of the theoretical maximum amount of product (1.0 means a 100% yield; for example, 0.34 means a 34% yield). (1) The reactants are C(OC([N:8]1[CH2:13][CH2:12][CH:11]([CH:14]2[O:18][N:17]=[C:16]([C:19]3[CH:24]=[C:23]([C:25](=[O:37])[NH:26][CH2:27][C:28]4[CH:33]=[CH:32][C:31]([F:34])=[C:30]([O:35][CH3:36])[CH:29]=4)[N:22]=[C:21]([CH3:38])[N:20]=3)[CH2:15]2)[CH2:10][CH2:9]1)=O)(C)(C)C.[ClH:39]. The catalyst is O1CCOCC1. The product is [ClH:39].[F:34][C:31]1[CH:32]=[CH:33][C:28]([CH2:27][NH:26][C:25]([C:23]2[CH:24]=[C:19]([C:16]3[CH2:15][CH:14]([CH:11]4[CH2:10][CH2:9][NH:8][CH2:13][CH2:12]4)[O:18][N:17]=3)[N:20]=[C:21]([CH3:38])[N:22]=2)=[O:37])=[CH:29][C:30]=1[O:35][CH3:36]. The yield is 0.820. (2) The reactants are Cl[C:2]1[C:3]2[N:4]([C:8]([CH2:14][C:15]3[CH:34]=[CH:33][C:18]4/[C:19](=[C:29](/[CH3:32])\[C:30]#[N:31])/[C:20]5[CH:27]=[CH:26][C:25]([F:28])=[CH:24][C:21]=5[O:22][CH2:23][C:17]=4[CH:16]=3)=[C:9]([CH:11]3[CH2:13][CH2:12]3)[N:10]=2)[CH:5]=[CH:6][N:7]=1.[CH3:35][NH:36][CH3:37].C1COCC1.O. The catalyst is C1COCC1. The product is [CH:11]1([C:9]2[N:10]=[C:3]3[C:2]([N:36]([CH3:37])[CH3:35])=[N:7][CH:6]=[CH:5][N:4]3[C:8]=2[CH2:14][C:15]2[CH:34]=[CH:33][C:18]3/[C:19](=[C:29](/[CH3:32])\[C:30]#[N:31])/[C:20]4[CH:27]=[CH:26][C:25]([F:28])=[CH:24][C:21]=4[O:22][CH2:23][C:17]=3[CH:16]=2)[CH2:12][CH2:13]1. The yield is 0.870. (3) The reactants are O[N:2]=[C:3]([C:5]1[CH:14]=[CH:13][C:8]([C:9]([O:11][CH3:12])=[O:10])=[CH:7][C:6]=1[CH3:15])[CH3:4].[ClH:16]. The catalyst is CO.[Pd]. The product is [ClH:16].[NH2:2][CH:3]([C:5]1[CH:14]=[CH:13][C:8]([C:9]([O:11][CH3:12])=[O:10])=[CH:7][C:6]=1[CH3:15])[CH3:4]. The yield is 1.00. (4) The reactants are [C:1]1([N:7]2[C:12](=[O:13])[C:11]3[S:14][CH:15]=[C:16]([C:17]4[CH:22]=[CH:21][CH:20]=[CH:19][CH:18]=4)[C:10]=3[N:9]=[CH:8]2)[CH:6]=[CH:5][CH:4]=[CH:3][CH:2]=1.N[C:24]1C(C2C=CC=CC=2)=CS[C:25]=1C(OC)=O.C(OCC)(OCC)OCC.NC1C=CC(C=C)=CC=1. The yield is 0.0700. The catalyst is C(O)(=O)C. The product is [C:17]1([C:16]2[C:10]3[N:9]=[CH:8][N:7]([C:1]4[CH:6]=[CH:5][C:4]([CH:24]=[CH2:25])=[CH:3][CH:2]=4)[C:12](=[O:13])[C:11]=3[S:14][CH:15]=2)[CH:18]=[CH:19][CH:20]=[CH:21][CH:22]=1. (5) The reactants are [F:1][C:2]1[CH:3]=[C:4]2[C:8](=[CH:9][CH:10]=1)[N:7]([CH2:11][C:12]1[CH:13]=[C:14]([CH:18]=[CH:19][CH:20]=1)[C:15]([O-:17])=[O:16])[C:6](=[O:21])[C@@:5]12[CH2:23][C:22]1([CH3:25])[CH3:24].Cl. The catalyst is O1CCCC1.[OH-].[Na+].O.C(OCC)(=O)C. The product is [F:1][C:2]1[CH:3]=[C:4]2[C:8](=[CH:9][CH:10]=1)[N:7]([CH2:11][C:12]1[CH:13]=[C:14]([CH:18]=[CH:19][CH:20]=1)[C:15]([OH:17])=[O:16])[C:6](=[O:21])[C:5]12[CH2:23][C:22]1([CH3:25])[CH3:24]. The yield is 0.500. (6) The reactants are [C:1]1([C:7]#[CH:8])[CH:6]=[CH:5][CH:4]=[CH:3][CH:2]=1.Br[C:10]1[S:11][C:12]([C:15]([O:17][CH2:18][CH3:19])=[O:16])=[CH:13][N:14]=1.C(N(CC)CC)C. The catalyst is Cl[Pd](Cl)([P](C1C=CC=CC=1)(C1C=CC=CC=1)C1C=CC=CC=1)[P](C1C=CC=CC=1)(C1C=CC=CC=1)C1C=CC=CC=1.[Cu]I.O1CCCC1. The product is [CH2:18]([O:17][C:15]([C:12]1[S:11][C:10]([C:8]#[C:7][C:1]2[CH:6]=[CH:5][CH:4]=[CH:3][CH:2]=2)=[N:14][CH:13]=1)=[O:16])[CH3:19]. The yield is 0.730. (7) The reactants are [CH3:1][S-:2].[Na+].[CH3:4][O:5][C:6]([C:8]1[S:9][C:10]([N+]([O-])=O)=[C:11]([S:13]([C:16]2[CH:21]=[C:20]([O:22][C:23]([CH3:26])([CH3:25])[CH3:24])[CH:19]=[C:18]([Br:27])[CH:17]=2)(=[O:15])=[O:14])[CH:12]=1)=[O:7].C(O)(=O)C. The catalyst is C1COCC1.CCOC(C)=O. The product is [CH3:4][O:5][C:6]([C:8]1[S:9][C:10]([S:2][CH3:1])=[C:11]([S:13]([C:16]2[CH:21]=[C:20]([O:22][C:23]([CH3:26])([CH3:25])[CH3:24])[CH:19]=[C:18]([Br:27])[CH:17]=2)(=[O:15])=[O:14])[CH:12]=1)=[O:7]. The yield is 0.760. (8) The reactants are [Cl:1][C:2]1[CH:3]=[N:4][NH:5][CH:6]=1.F[C:8]1[CH:13]=[CH:12][C:11]([N+:14]([O-:16])=[O:15])=[CH:10][CH:9]=1.C(=O)([O-])[O-].[Cs+].[Cs+]. The catalyst is CN(C)C=O. The product is [Cl:1][C:2]1[CH:3]=[N:4][N:5]([C:8]2[CH:13]=[CH:12][C:11]([N+:14]([O-:16])=[O:15])=[CH:10][CH:9]=2)[CH:6]=1. The yield is 0.960. (9) The reactants are [Cl:1][C:2]1[CH:7]=[CH:6][C:5]([SH:8])=[CH:4][CH:3]=1.C(=O)([O-])[O-].[K+].[K+].[Cl:15][C:16]([CH2:18]Cl)=[CH2:17]. The catalyst is CC(C)=O. The product is [Cl:1][C:2]1[CH:7]=[CH:6][C:5]([S:8][CH2:18][C:16]([Cl:15])=[CH2:17])=[CH:4][CH:3]=1. The yield is 0.960. (10) The reactants are [CH3:1][CH:2]([OH:4])[CH3:3].C(N(CC)CC)C.[F:12][C:13]1[C:14]([C:22](F)=[O:23])=[N:15][C:16]([F:21])=[C:17]([F:20])[C:18]=1[F:19]. The catalyst is O. The product is [F:12][C:13]1[C:14]([C:22]([O:4][CH:2]([CH3:3])[CH3:1])=[O:23])=[N:15][C:16]([F:21])=[C:17]([F:20])[C:18]=1[F:19]. The yield is 0.480.